From a dataset of Merck oncology drug combination screen with 23,052 pairs across 39 cell lines. Regression. Given two drug SMILES strings and cell line genomic features, predict the synergy score measuring deviation from expected non-interaction effect. (1) Drug 1: CN1C(=O)C=CC2(C)C3CCC4(C)C(NC(=O)OCC(F)(F)F)CCC4C3CCC12. Drug 2: C=CCn1c(=O)c2cnc(Nc3ccc(N4CCN(C)CC4)cc3)nc2n1-c1cccc(C(C)(C)O)n1. Cell line: ES2. Synergy scores: synergy=5.30. (2) Drug 1: O=C(CCCCCCC(=O)Nc1ccccc1)NO. Drug 2: O=C(NOCC(O)CO)c1ccc(F)c(F)c1Nc1ccc(I)cc1F. Cell line: COLO320DM. Synergy scores: synergy=8.93.